This data is from Full USPTO retrosynthesis dataset with 1.9M reactions from patents (1976-2016). The task is: Predict the reactants needed to synthesize the given product. (1) Given the product [F:1][C:2]([F:13])([F:12])[C:3]1[CH:8]=[CH:7][N:6]=[C:5]([C:9]2[C:34]3[CH2:33][N:32]([C:29](=[O:31])[CH3:30])[CH2:37][CH2:36][C:35]=3[NH:42][N:41]=2)[CH:4]=1, predict the reactants needed to synthesize it. The reactants are: [F:1][C:2]([F:13])([F:12])[C:3]1[CH:8]=[CH:7][N:6]=[C:5]([C:9](O)=O)[CH:4]=1.CN1CCOCC1.C(OC(Cl)=O)C(C)C.[C:29]([N:32]1[CH2:37][CH2:36][C:35](=O)[CH2:34][CH2:33]1)(=[O:31])[CH3:30].[Li].O.[NH2:41][NH2:42]. (2) The reactants are: [CH3:1][C:2]1([CH2:7][CH2:8][CH2:9][CH2:10][N:11]2[CH:15]=[C:14]([NH2:16])[CH:13]=[N:12]2)[O:6]CCO1.[Cl:17][C:18]1[CH:23]=[CH:22][C:21]([C:24]2[O:28][C:27]([CH3:29])=[N:26][C:25]=2[C:30](O)=[O:31])=[CH:20][CH:19]=1. Given the product [O:6]=[C:2]([CH3:1])[CH2:7][CH2:8][CH2:9][CH2:10][N:11]1[CH:15]=[C:14]([NH:16][C:30]([C:25]2[N:26]=[C:27]([CH3:29])[O:28][C:24]=2[C:21]2[CH:22]=[CH:23][C:18]([Cl:17])=[CH:19][CH:20]=2)=[O:31])[CH:13]=[N:12]1, predict the reactants needed to synthesize it.